From a dataset of Reaction yield outcomes from USPTO patents with 853,638 reactions. Predict the reaction yield, written as a fraction of the theoretical maximum amount of product (1.0 means a 100% yield; for example, 0.34 means a 34% yield). (1) The yield is 0.410. The product is [CH3:1][O:2][C:3](=[O:4])[C:5]1[C:10]([Cl:23])=[C:9]([C:12]([O:14][CH3:15])=[O:13])[CH:8]=[N:7][CH:6]=1. The reactants are [CH3:1][O:2][C:3]([C:5]1[C:10](=O)[C:9]([C:12]([O:14][CH3:15])=[O:13])=[CH:8][NH:7][CH:6]=1)=[O:4].CN(C=O)C.S(Cl)([Cl:23])=O. No catalyst specified. (2) The reactants are [Cl:1][C:2]1[CH:7]=[CH:6][C:5]([C:8]2[CH:13]=[N:12][N:11]3[C:14](=[O:17])[NH:15][N:16]=[C:10]3[C:9]=2[C:18]2[CH:23]=[CH:22][C:21]([Cl:24])=[CH:20][CH:19]=2)=[CH:4][CH:3]=1.[O:25]1[CH:28]([CH3:29])[C:26]1([CH3:30])[CH3:27].C([O-])([O-])=O.[K+].[K+]. The catalyst is CN(C=O)C. The product is [Cl:1][C:2]1[CH:7]=[CH:6][C:5]([C:8]2[CH:13]=[N:12][N:11]3[C:14](=[O:17])[N:15]([CH:28]([C:26]([OH:25])([CH3:30])[CH3:27])[CH3:29])[N:16]=[C:10]3[C:9]=2[C:18]2[CH:23]=[CH:22][C:21]([Cl:24])=[CH:20][CH:19]=2)=[CH:4][CH:3]=1. The yield is 0.200. (3) The reactants are [CH2:1]([Mg]Cl)[CH2:2][CH3:3].[CH:6]([C:8]1[C:16]2[O:15][CH2:14][CH:13]([C:17]3[CH:22]=[CH:21][C:20]([CH:23]([CH3:25])[CH3:24])=[CH:19][CH:18]=3)[C:12]=2[C:11]([CH3:26])=[C:10]([NH:27][C:28](=[O:34])[CH2:29][C:30]([CH3:33])([CH3:32])[CH3:31])[C:9]=1[CH3:35])=[O:7]. The catalyst is O. The product is [OH:7][CH:6]([C:8]1[C:16]2[O:15][CH2:14][CH:13]([C:17]3[CH:22]=[CH:21][C:20]([CH:23]([CH3:25])[CH3:24])=[CH:19][CH:18]=3)[C:12]=2[C:11]([CH3:26])=[C:10]([NH:27][C:28](=[O:34])[CH2:29][C:30]([CH3:33])([CH3:32])[CH3:31])[C:9]=1[CH3:35])[CH2:1][CH2:2][CH3:3]. The yield is 0.260. (4) The reactants are [F:1][C:2]1[CH:20]=[CH:19][CH:18]=[CH:17][C:3]=1[O:4][CH:5]([C:7]1[CH:16]=[CH:15][C:10]([C:11]([O:13]C)=[O:12])=[CH:9][CH:8]=1)[CH3:6].O.[OH-].[Li+].O1CCCC1.Cl. The catalyst is O.CO. The product is [F:1][C:2]1[CH:20]=[CH:19][CH:18]=[CH:17][C:3]=1[O:4][CH:5]([C:7]1[CH:16]=[CH:15][C:10]([C:11]([OH:13])=[O:12])=[CH:9][CH:8]=1)[CH3:6]. The yield is 0.740. (5) The reactants are [SH:1][C:2]1[CH:7]=[CH:6][CH:5]=[CH:4][C:3]=1[C:8]([CH3:14])([CH3:13])[CH2:9][C:10]([OH:12])=[O:11].[CH:15]1[CH:20]=[C:19]([S:21][S:21][C:19]2[N:18]=[CH:17][CH:16]=[CH:15][CH:20]=2)[N:18]=[CH:17][CH:16]=1. The catalyst is C1COCC1. The product is [CH3:13][C:8]([C:3]1[CH:4]=[CH:5][CH:6]=[CH:7][C:2]=1[S:1][S:21][C:19]1[CH:20]=[CH:15][CH:16]=[CH:17][N:18]=1)([CH3:14])[CH2:9][C:10]([OH:12])=[O:11]. The yield is 0.750. (6) The reactants are [F:1][CH:2]([F:20])[O:3][C:4]1[CH:9]=[CH:8][C:7]([C:10]2[O:14][C:13]([C:15]([O:17]CC)=O)=[N:12][N:11]=2)=[CH:6][CH:5]=1.[NH:21]1[CH2:24][CH:23]([O:25][C:26]2[CH:39]=[CH:38][C:29]([CH2:30][N:31]3[CH2:37][C:33]4([CH2:36][O:35][CH2:34]4)[CH2:32]3)=[CH:28][CH:27]=2)[CH2:22]1. No catalyst specified. The product is [CH2:36]1[C:33]2([CH2:32][N:31]([CH2:30][C:29]3[CH:28]=[CH:27][C:26]([O:25][CH:23]4[CH2:22][N:21]([C:15]([C:13]5[O:14][C:10]([C:7]6[CH:6]=[CH:5][C:4]([O:3][CH:2]([F:1])[F:20])=[CH:9][CH:8]=6)=[N:11][N:12]=5)=[O:17])[CH2:24]4)=[CH:39][CH:38]=3)[CH2:37]2)[CH2:34][O:35]1. The yield is 0.680. (7) The yield is 0.400. The reactants are [CH3:1][O:2][C:3]1[CH:8]=[CH:7][C:6](B(O)O)=[CH:5][CH:4]=1.[NH:12]1[CH:16]=[CH:15][CH:14]=[N:13]1. The product is [CH3:1][O:2][C:3]1[CH:8]=[CH:7][C:6]([N:12]2[CH:16]=[CH:15][CH:14]=[N:13]2)=[CH:5][CH:4]=1. No catalyst specified. (8) The reactants are [C:1]([O:5][C:6]([N:8]1[C:16]2[C:11](=[CH:12][C:13]([C:17]3[CH:18]=[N:19][CH:20]=[C:21]([O:23][CH:24]([C:34](C)(C)[O:35][SiH2]C(C)(C)C)[CH2:25][NH:26][C:27]([O:29][C:30]([CH3:33])([CH3:32])[CH3:31])=[O:28])[CH:22]=3)=[CH:14][CH:15]=2)[C:10]([CH3:43])=[N:9]1)=[O:7])([CH3:4])([CH3:3])[CH3:2].CCCC[N+](CCCC)(CCCC)CCCC.[F-]. The catalyst is C1COCC1. The product is [C:1]([O:5][C:6]([N:8]1[C:16]2[C:11](=[CH:12][C:13]([C:17]3[CH:18]=[N:19][CH:20]=[C:21]([O:23][CH:24]([CH2:34][OH:35])[CH2:25][NH:26][C:27]([O:29][C:30]([CH3:33])([CH3:32])[CH3:31])=[O:28])[CH:22]=3)=[CH:14][CH:15]=2)[C:10]([CH3:43])=[N:9]1)=[O:7])([CH3:2])([CH3:4])[CH3:3]. The yield is 0.900. (9) The reactants are [CH3:1][C:2](=[CH:8][C:9]1[CH:14]=[CH:13][CH:12]=[CH:11][N:10]=1)[C:3]([O:5][CH2:6][CH3:7])=[O:4].C([O-])=O.[NH4+]. The catalyst is C(O)C.O.[C].[Pd]. The product is [CH3:1][CH:2]([CH2:8][C:9]1[CH:14]=[CH:13][CH:12]=[CH:11][N:10]=1)[C:3]([O:5][CH2:6][CH3:7])=[O:4]. The yield is 0.910. (10) The reactants are Br[C:2]1[CH:3]=[C:4]2[C:9](=[CH:10][C:11]=1[F:12])[N:8]=[CH:7][CH:6]=[CH:5]2.C(=O)([O-])[O-].[Na+].[Na+].C[C:20]([N:22](C)C)=O. The catalyst is [Fe-4](C#N)(C#N)(C#N)(C#N)(C#N)C#N.[K+].[K+].[K+].[K+].C([O-])(=O)C.[Pd+2].C([O-])(=O)C. The product is [F:12][C:11]1[CH:10]=[C:9]2[C:4]([CH:5]=[CH:6][CH:7]=[N:8]2)=[CH:3][C:2]=1[C:20]#[N:22]. The yield is 0.860.